This data is from Full USPTO retrosynthesis dataset with 1.9M reactions from patents (1976-2016). The task is: Predict the reactants needed to synthesize the given product. (1) Given the product [CH2:1]([NH:5][CH2:6][C:7]1[CH:12]=[CH:11][CH:10]=[C:9]([O:13][CH3:14])[C:8]=1[O:15][CH3:16])[CH2:2][CH2:3][CH3:4], predict the reactants needed to synthesize it. The reactants are: [CH2:1]([NH:5][C:6](=O)[C:7]1[CH:12]=[CH:11][CH:10]=[C:9]([O:13][CH3:14])[C:8]=1[O:15][CH3:16])[CH2:2][CH2:3][CH3:4].B. (2) Given the product [CH2:36]([NH:35][C:33](=[O:34])[NH:32][C:20]1[N:19]=[CH:18][C:17]([C:15]2[CH:16]=[C:11]3[C:12](=[CH:13][CH:14]=2)[N:41]([C@@H:42]([CH2:45][CH:46]([CH3:48])[CH3:47])[CH2:43][OH:44])[CH:3]=[C:4]([C:5]([O:7][CH2:8][CH3:9])=[O:6])[C:10]3=[O:39])=[C:22]([C:23]2[S:24][CH:25]=[C:26]([C:28]([F:29])([F:31])[F:30])[N:27]=2)[CH:21]=1)[CH3:37], predict the reactants needed to synthesize it. The reactants are: CN(C)[CH:3]=[C:4]([C:10](=[O:39])[C:11]1[CH:16]=[C:15]([C:17]2[CH:18]=[N:19][C:20]([NH:32][C:33]([NH:35][CH2:36][CH3:37])=[O:34])=[CH:21][C:22]=2[C:23]2[S:24][CH:25]=[C:26]([C:28]([F:31])([F:30])[F:29])[N:27]=2)[CH:14]=[CH:13][C:12]=1F)[C:5]([O:7][CH2:8][CH3:9])=[O:6].[NH2:41][C@@H:42]([CH2:45][CH:46]([CH3:48])[CH3:47])[CH2:43][OH:44].C(=O)([O-])[O-].[K+].[K+].CN(C=O)C. (3) Given the product [S:30]([O-:33])([O-:32])=[O:31].[Na+:34].[Na+:34].[Br:22][CH:8]([C:5]1[CH:6]=[CH:7][C:2]([F:1])=[CH:3][CH:4]=1)[C:9]([C:11]1[CH:12]=[CH:13][C:14]2[O:19][CH2:18][C:17](=[O:20])[NH:16][C:15]=2[CH:21]=1)=[O:10], predict the reactants needed to synthesize it. The reactants are: [F:1][C:2]1[CH:7]=[CH:6][C:5]([CH2:8][C:9]([C:11]2[CH:12]=[CH:13][C:14]3[O:19][CH2:18][C:17](=[O:20])[NH:16][C:15]=3[CH:21]=2)=[O:10])=[CH:4][CH:3]=1.[BrH:22].Br.[NH+]1C=CC=CC=1.[S:30]([O-:33])([O-:32])=[O:31].[Na+:34].[Na+].